Dataset: Full USPTO retrosynthesis dataset with 1.9M reactions from patents (1976-2016). Task: Predict the reactants needed to synthesize the given product. (1) Given the product [CH:1]1[C:6]([C:7]([NH:9][NH2:10])=[O:8])=[CH:5][CH:4]=[N:3][CH:2]=1.[CH3:70][C@@H:71]1[O:75][C@@H:74]([O:76][C@H:77]2[C@H:82]([OH:83])[C@@H:81]([OH:84])[C@H:80]([NH:85][C:86]([NH2:88])=[NH:87])[C@@H:79]([OH:89])[C@@H:78]2[NH:90][C:91]([NH2:93])=[NH:92])[C@H:73]([O:94][C@@H:95]2[O:100][C@@H:99]([CH2:101][OH:102])[C@H:98]([OH:103])[C@@H:97]([OH:104])[C@@H:96]2[NH:105][CH3:106])[C@@:72]1([OH:109])[CH:107]=[O:108].[CH3:121][CH2:120][C@H:119]([NH:118][CH2:117][CH2:116][NH:115][C@H:112]([CH2:113][OH:114])[CH2:111][CH3:110])[CH2:122][OH:123].[CH3:73][C:72]([CH3:107])=[CH:71][CH2:4][CH2:5]/[C:6](/[CH3:7])=[CH:1]/[CH2:2][NH:3][CH2:36][CH2:37][NH:39][CH:40]1[CH:41]2[CH2:14][CH:15]3[CH2:16][CH:20]([CH2:19]2)[CH2:46][CH:43]1[CH2:44]3, predict the reactants needed to synthesize it. The reactants are: [CH:1]1[C:6]([C:7]([NH:9][NH2:10])=[O:8])=[CH:5][CH:4]=[N:3][CH:2]=1.CC1C2O[C@:19]3(C)OC=C[C@H](OC)[C@@H](C)[C@@H](OC(C)=O)[C@H](C)[C@H](O)[C@H](C)[C@@H](O)[C@@H](C)C=CC=[C:36](C)[C:37]([NH:39][C:40]4[C:43](/[CH:46]=N/N5CCN(C)CC5)=[C:44](O)[C:15]([C:16]=2[C:20]3=O)=[C:14]([C:41]=4O)C=1O)=O.[CH3:70][C@@H:71]1[O:75][C@@H:74]([O:76][C@H:77]2[C@H:82]([OH:83])[C@@H:81]([OH:84])[C@H:80]([NH:85][C:86]([NH2:88])=[NH:87])[C@@H:79]([OH:89])[C@@H:78]2[NH:90][C:91]([NH2:93])=[NH:92])[C@H:73]([O:94][C@@H:95]2[O:100][C@@H:99]([CH2:101][OH:102])[C@H:98]([OH:103])[C@@H:97]([OH:104])[C@@H:96]2[NH:105][CH3:106])[C@@:72]1([OH:109])[CH:107]=[O:108].[CH3:110][CH2:111][C@H:112]([NH:115][CH2:116][CH2:117][NH:118][C@H:119]([CH2:122][OH:123])[CH2:120][CH3:121])[CH2:113][OH:114].N1C=CN=CC=1C(N)=O. (2) The reactants are: [NH2:1][C:2]1[N:7]=[N:6][C:5]([CH2:8][CH2:9][CH2:10][CH2:11][C:12]2[S:16][C:15]([NH:17][C:18](=[O:26])[CH2:19][C:20]3[CH:25]=[CH:24][CH:23]=[CH:22][CH:21]=3)=[N:14][N:13]=2)=[CH:4][CH:3]=1.[CH3:27][C:28]1[O:32][C:31]([CH2:33][C:34]2[CH:35]=[C:36]([CH2:40][C:41](O)=[O:42])[CH:37]=[CH:38][CH:39]=2)=[N:30][N:29]=1.C(N=C=NCCCN(C)C)C.ON1C2C=CC=CC=2N=N1. Given the product [CH3:27][C:28]1[O:32][C:31]([CH2:33][C:34]2[CH:35]=[C:36]([CH2:40][C:41]([NH:1][C:2]3[N:7]=[N:6][C:5]([CH2:8][CH2:9][CH2:10][CH2:11][C:12]4[S:16][C:15]([NH:17][C:18](=[O:26])[CH2:19][C:20]5[CH:21]=[CH:22][CH:23]=[CH:24][CH:25]=5)=[N:14][N:13]=4)=[CH:4][CH:3]=3)=[O:42])[CH:37]=[CH:38][CH:39]=2)=[N:30][N:29]=1, predict the reactants needed to synthesize it. (3) Given the product [CH3:1][C:2]1[S:6][C:5]([C:7]([OH:9])=[O:8])=[CH:4][C:3]=1[C:11]1[N:15]([CH3:16])[N:14]=[CH:13][C:12]=1[CH:17]([CH3:19])[CH3:18], predict the reactants needed to synthesize it. The reactants are: [CH3:1][C:2]1[S:6][C:5]([C:7]([O:9]C)=[O:8])=[CH:4][C:3]=1[C:11]1[N:15]([CH3:16])[N:14]=[CH:13][C:12]=1[CH:17]([CH3:19])[CH3:18].[OH-].[Na+]. (4) Given the product [NH2:1][C@H:2]([C:10]([N:12]1[CH2:23][CH2:22][CH2:21][C@@H:13]1[C:14]([O:16][C:17]([CH3:18])([CH3:19])[CH3:20])=[O:15])=[O:11])[CH2:3][C:4]1[CH:5]=[CH:6][CH:7]=[CH:8][CH:9]=1, predict the reactants needed to synthesize it. The reactants are: [NH:1](C(OCC1C=CC=CC=1)=O)[C@H:2]([C:10]([N:12]1[CH2:23][CH2:22][CH2:21][C@@H:13]1[C:14]([O:16][C:17]([CH3:20])([CH3:19])[CH3:18])=[O:15])=[O:11])[CH2:3][C:4]1[CH:9]=[CH:8][CH:7]=[CH:6][CH:5]=1. (5) Given the product [N:24]1[C:19]2[C:14]3[CH:13]=[CH:12][CH:11]=[CH:10][C:9]=3[N:8]=[C:25]([NH2:26])[C:20]=2[N:21]=[CH:22][CH:23]=1, predict the reactants needed to synthesize it. The reactants are: C(OC([NH:8][C:9]1[CH:14]=[CH:13][CH:12]=[CH:11][C:10]=1B(O)O)=O)(C)(C)C.Cl[C:19]1[C:20]([C:25]#[N:26])=[N:21][CH:22]=[CH:23][N:24]=1.C(=O)([O-])[O-].[K+].[K+].